Dataset: Forward reaction prediction with 1.9M reactions from USPTO patents (1976-2016). Task: Predict the product of the given reaction. (1) Given the reactants [CH3:1][O:2][C:3]1[CH:12]=[CH:11][C:10]([N:13]2[CH2:18][CH2:17][NH:16][CH2:15][CH2:14]2)=[C:9]2[C:4]=1[CH:5]=[CH:6][CH:7]=[N:8]2.ClC1C=CC(OC)=CC=1N.[N:29]1[C:38]2[C:33](=[CH:34][CH:35]=[CH:36][C:37]=2[N:39]2[CH2:44][CH2:43][C:42](=O)[CH2:41][CH2:40]2)[CH:32]=[CH:31][CH:30]=1.C(O[BH-](OC(=O)C)OC(=O)C)(=O)C.[Na+], predict the reaction product. The product is: [CH3:1][O:2][C:3]1[CH:12]=[CH:11][C:10]([N:13]2[CH2:14][CH2:15][N:16]([CH:42]3[CH2:41][CH2:40][N:39]([C:37]4[CH:36]=[CH:35][CH:34]=[C:33]5[C:38]=4[N:29]=[CH:30][CH:31]=[CH:32]5)[CH2:44][CH2:43]3)[CH2:17][CH2:18]2)=[C:9]2[C:4]=1[CH:5]=[CH:6][CH:7]=[N:8]2. (2) Given the reactants IN1C(=O)CCC1=O.[CH3:9][N:10]1[C:14]([C:15](=O)[CH2:16][C:17]([O:19][CH3:20])=[O:18])=[N:13][CH:12]=[N:11]1.[NH2:22][C:23]([NH2:25])=[S:24], predict the reaction product. The product is: [NH2:25][C:23]1[S:24][C:16]([C:17]([O:19][CH3:20])=[O:18])=[C:15]([C:14]2[N:10]([CH3:9])[N:11]=[CH:12][N:13]=2)[N:22]=1. (3) Given the reactants [NH2:1][C:2]1[CH:3]=[C:4]2[C:8](=[CH:9][CH:10]=1)[N:7]([CH2:11][C:12]1[CH:17]=[CH:16][CH:15]=[CH:14][CH:13]=1)[C:6]([C:18]([O:20]CC)=[O:19])=[C:5]2[C:23]1[CH:24]=[C:25]2[C:29](=[CH:30][CH:31]=1)[NH:28][CH:27]=[CH:26]2.[C:32]1([S:38](Cl)(=[O:40])=[O:39])[CH:37]=[CH:36][CH:35]=[CH:34][CH:33]=1, predict the reaction product. The product is: [CH2:11]([N:7]1[C:8]2[C:4](=[CH:3][C:2]([NH:1][S:38]([C:32]3[CH:37]=[CH:36][CH:35]=[CH:34][CH:33]=3)(=[O:40])=[O:39])=[CH:10][CH:9]=2)[C:5]([C:23]2[CH:24]=[C:25]3[C:29](=[CH:30][CH:31]=2)[NH:28][CH:27]=[CH:26]3)=[C:6]1[C:18]([OH:20])=[O:19])[C:12]1[CH:13]=[CH:14][CH:15]=[CH:16][CH:17]=1. (4) Given the reactants [CH:1]1([N:7]([C:23]([N:25]([CH2:28][CH3:29])[CH2:26][CH3:27])=[O:24])[CH:8]2[CH2:14][CH:13]3[N:15](C(OC(C)(C)C)=O)[CH:10]([CH2:11][CH2:12]3)[CH2:9]2)[CH2:6][CH2:5][CH2:4][CH2:3][CH2:2]1.C(NC(NCC)=O)C, predict the reaction product. The product is: [CH:10]12[NH:15][CH:13]([CH2:12][CH2:11]1)[CH2:14][CH:8]([N:7]([CH:1]1[CH2:2][CH2:3][CH2:4][CH2:5][CH2:6]1)[C:23]([N:25]([CH2:26][CH3:27])[CH2:28][CH3:29])=[O:24])[CH2:9]2. (5) Given the reactants [OH:1][CH:2]([CH3:6])[C:3](O)=[O:4].[Cl:7][C:8]1[CH:9]=[C:10]([NH:22][C:23]2[C:32]3[C:27](=[CH:28][CH:29]=[CH:30][C:31]=3[O:33][CH2:34][CH2:35][NH:36][CH3:37])[N:26]=[CH:25][N:24]=2)[CH:11]=[CH:12][C:13]=1[O:14][CH2:15][C:16]1[CH:21]=[CH:20][CH:19]=[CH:18][N:17]=1, predict the reaction product. The product is: [Cl:7][C:8]1[CH:9]=[C:10]([NH:22][C:23]2[C:32]3[C:27](=[CH:28][CH:29]=[CH:30][C:31]=3[O:33][CH2:34][CH2:35][N:36]([CH3:37])[C:3](=[O:4])[CH:2]([OH:1])[CH3:6])[N:26]=[CH:25][N:24]=2)[CH:11]=[CH:12][C:13]=1[O:14][CH2:15][C:16]1[CH:21]=[CH:20][CH:19]=[CH:18][N:17]=1. (6) Given the reactants FC(F)(F)C([N:5]1[CH2:15][CH:14]2[CH2:16][CH:7]([C:8]3[CH:9]=[C:10]([NH2:18])[C:11]([OH:17])=[CH:12][C:13]=32)[CH2:6]1)=O.[C:21]1([CH2:27][C:28]([Cl:30])=O)[CH:26]=[CH:25][CH:24]=[CH:23][CH:22]=1, predict the reaction product. The product is: [ClH:30].[CH2:27]([C:28]1[O:17][C:11]2[C:10]([N:18]=1)=[CH:9][C:8]1[CH:7]3[CH2:16][CH:14]([CH2:15][NH:5][CH2:6]3)[C:13]=1[CH:12]=2)[C:21]1[CH:26]=[CH:25][CH:24]=[CH:23][CH:22]=1. (7) Given the reactants N1C(C)=CC=CC=1C.I([O-])(=O)(=O)=O.[Na+].[F:15][C:16]1[CH:21]=[C:20]([I:22])[CH:19]=[CH:18][C:17]=1[NH:23][C:24]1[C:25]([NH:35][S:36]([C:39]2([CH2:42][CH:43]=C)[CH2:41][CH2:40]2)(=[O:38])=[O:37])=[C:26]2[O:34][CH2:33][CH2:32][N:27]2[C:28](=[O:31])[C:29]=1[CH3:30].C[OH:46], predict the reaction product. The product is: [F:15][C:16]1[CH:21]=[C:20]([I:22])[CH:19]=[CH:18][C:17]=1[NH:23][C:24]1[C:25]([NH:35][S:36]([C:39]2([CH2:42][CH:43]=[O:46])[CH2:40][CH2:41]2)(=[O:37])=[O:38])=[C:26]2[O:34][CH2:33][CH2:32][N:27]2[C:28](=[O:31])[C:29]=1[CH3:30]. (8) Given the reactants [NH2:1][C:2]1[CH:3]=[CH:4][C:5]2[O:9][C:8]([C:10]([NH2:12])=[O:11])=[CH:7][C:6]=2[CH:13]=1.Cl[CH2:15][CH2:16][N:17]([CH2:28][CH2:29]Cl)[S:18]([C:21]1[CH:26]=[CH:25][C:24]([CH3:27])=[CH:23][CH:22]=1)(=[O:20])=[O:19], predict the reaction product. The product is: [S:18]([N:17]1[CH2:16][CH2:15][N:1]([C:2]2[CH:3]=[CH:4][C:5]3[O:9][C:8]([C:10]([NH2:12])=[O:11])=[CH:7][C:6]=3[CH:13]=2)[CH2:29][CH2:28]1)([C:21]1[CH:26]=[CH:25][C:24]([CH3:27])=[CH:23][CH:22]=1)(=[O:19])=[O:20]. (9) The product is: [CH3:1][N:2]1[CH:6]=[C:5]([NH:7][C:29]([NH:28][C:25]2[CH:26]=[CH:27][C:22]([O:21][C:20]([F:19])([F:31])[F:32])=[CH:23][CH:24]=2)=[O:30])[CH:4]=[C:3]1[C:10]([O:12][CH2:13][CH3:14])=[O:11]. Given the reactants [CH3:1][N:2]1[CH:6]=[C:5]([N+:7]([O-])=O)[CH:4]=[C:3]1[C:10]([O:12][CH2:13][CH3:14])=[O:11].C([O-])=O.[NH4+].[F:19][C:20]([F:32])([F:31])[O:21][C:22]1[CH:27]=[CH:26][C:25]([N:28]=[C:29]=[O:30])=[CH:24][CH:23]=1, predict the reaction product. (10) The product is: [C:24]([O:31][CH2:32][CH2:33][CH2:34][CH2:35][CH2:36][CH2:37][CH2:38][CH2:39][CH2:40][CH3:41])(=[O:30])/[CH:25]=[CH:26]\[C:27]([O:5][CH2:4][CH2:3][C:2]([F:16])([F:1])[C:6]([F:14])([F:15])[C:7]([F:12])([F:13])[C:8]([F:9])([F:10])[F:11])=[O:28]. Given the reactants [F:1][C:2]([F:16])([C:6]([F:15])([F:14])[C:7]([F:13])([F:12])[C:8]([F:11])([F:10])[F:9])[CH2:3][CH2:4][OH:5].N1C=CC=CC=1.[Cl-].[C:24]([O:31][CH2:32][CH2:33][CH2:34][CH2:35][CH2:36][CH2:37][CH2:38][CH2:39][CH2:40][CH3:41])(=[O:30])/[CH:25]=[CH:26]\[C:27]([O-])=[O:28].C(OCC)(=O)C, predict the reaction product.